From a dataset of Blood-brain barrier penetration binary classification data from Martins et al.. Regression/Classification. Given a drug SMILES string, predict its absorption, distribution, metabolism, or excretion properties. Task type varies by dataset: regression for continuous measurements (e.g., permeability, clearance, half-life) or binary classification for categorical outcomes (e.g., BBB penetration, CYP inhibition). Dataset: bbb_martins. (1) The compound is CCC[C@@](C)(O)[C@H]1CC23C=CC1(OC)[C@H]1Oc4c(OC(C)=O)ccc5c4C12CCN(C)C3C5. The result is 1 (penetrates BBB). (2) The drug is CN(C(=O)Cc1ccc(Cl)c(Cl)c1)[C@H]1CC[C@@]2(CCCO2)C[C@@H]1N1CCCC1. The result is 1 (penetrates BBB). (3) The drug is COc1cc(N)c(Cl)cc1C(=O)NC1CCN(CCCOc2ccc(F)cc2)CC1OC.O. The result is 1 (penetrates BBB). (4) The molecule is O=C1c2ccccc2S(=O)(=O)N1CCCCN1CCN(c2ncccn2)CC1.[Cl-].[H+]. The result is 1 (penetrates BBB). (5) The molecule is CCC1(C)CC(=O)NC1=O. The result is 1 (penetrates BBB). (6) The compound is CN1CCN(C2=c3ccccc3=Nc3ccc(Cl)cc3N2)CC1. The result is 1 (penetrates BBB).